From a dataset of TCR-epitope binding with 47,182 pairs between 192 epitopes and 23,139 TCRs. Binary Classification. Given a T-cell receptor sequence (or CDR3 region) and an epitope sequence, predict whether binding occurs between them. The epitope is KAFSPEVIPMF. The TCR CDR3 sequence is CASSGPGGEQYF. Result: 1 (the TCR binds to the epitope).